Dataset: Catalyst prediction with 721,799 reactions and 888 catalyst types from USPTO. Task: Predict which catalyst facilitates the given reaction. (1) Reactant: [C:1]([O:5][C:6]([N:8]1[C@H:17]([C:18]([OH:20])=O)[CH2:16][C:15]2[C:10](=[CH:11][CH:12]=[CH:13][CH:14]=2)[CH2:9]1)=[O:7])([CH3:4])([CH3:3])[CH3:2].[F:21][C:22]1[CH:28]=[CH:27][CH:26]=[C:25]([F:29])[C:23]=1[NH2:24].P(Cl)(Cl)(Cl)=O. Product: [F:21][C:22]1[CH:28]=[CH:27][CH:26]=[C:25]([F:29])[C:23]=1[NH:24][C:18]([C@@H:17]1[CH2:16][C:15]2[C:10](=[CH:11][CH:12]=[CH:13][CH:14]=2)[CH2:9][N:8]1[C:6]([O:5][C:1]([CH3:3])([CH3:4])[CH3:2])=[O:7])=[O:20]. The catalyst class is: 17. (2) Reactant: [CH:1]([S:4][C:5]1[C:6]([C@H:11]2[C@@H:15]([C:16]([O:18][CH2:19][CH3:20])=[O:17])[CH2:14][CH2:13][N:12]2[C:21]([O:23][C:24]([CH3:27])([CH3:26])[CH3:25])=[O:22])=[N:7][CH:8]=[CH:9][CH:10]=1)([CH3:3])[CH3:2].[OH:28]OS([O-])=O.[K+].[OH2:34]. Product: [CH:1]([S:4]([C:5]1[C:6]([C@H:11]2[C@@H:15]([C:16]([O:18][CH2:19][CH3:20])=[O:17])[CH2:14][CH2:13][N:12]2[C:21]([O:23][C:24]([CH3:27])([CH3:25])[CH3:26])=[O:22])=[N:7][CH:8]=[CH:9][CH:10]=1)(=[O:28])=[O:34])([CH3:3])[CH3:2]. The catalyst class is: 351.